Dataset: Retrosynthesis with 50K atom-mapped reactions and 10 reaction types from USPTO. Task: Predict the reactants needed to synthesize the given product. (1) Given the product C=CCOc1c(NC(=O)c2nn(-c3ccc(Cl)cc3Cl)c(-c3ccc(OS(=O)(=O)CCC(F)(F)F)cc3)c2C)ccc(F)c1F, predict the reactants needed to synthesize it. The reactants are: C=CCOc1c(NC(=O)c2nn(-c3ccc(Cl)cc3Cl)c(-c3ccc(O)cc3)c2C)ccc(F)c1F.O=S(=O)(Cl)CCC(F)(F)F. (2) Given the product COCCOC(Cc1ccc(OCCc2ccc(NC(=O)OC(C)(C)C)cc2)cc1)C(=O)O, predict the reactants needed to synthesize it. The reactants are: COCCOC(Cc1ccc(OCCc2ccc(NC(=O)OC(C)(C)C)cc2)cc1)C(=O)OC. (3) Given the product N#Cc1ccc(N(CC(=O)NNC(=O)c2ccccn2)CC(F)(F)F)cc1C(F)(F)F, predict the reactants needed to synthesize it. The reactants are: N#Cc1ccc(N(CC(=O)O)CC(F)(F)F)cc1C(F)(F)F.NNC(=O)c1ccccn1. (4) The reactants are: CC1CCNCC1.O=C(O)c1cc2cc(C(=O)N3CCN(C4CCCC4)CC3)ccc2[nH]1. Given the product CC1CCN(C(=O)c2cc3cc(C(=O)N4CCN(C5CCCC5)CC4)ccc3[nH]2)CC1, predict the reactants needed to synthesize it.